Dataset: Experimentally validated miRNA-target interactions with 360,000+ pairs, plus equal number of negative samples. Task: Binary Classification. Given a miRNA mature sequence and a target amino acid sequence, predict their likelihood of interaction. (1) The miRNA is hsa-miR-1185-2-3p with sequence AUAUACAGGGGGAGACUCUCAU. The protein sequence of the target gene is MCTNIVYEWLRALQLPQYAESFVDNGYDDLEVCKQIGDPDLDAIGVLAPAHRRRILEAVHRLREQDAAAAGLYFTLEPQPVPPAPLVEAVPPGRRGEPCGSSAQGTRGDPRGQPGAPCSRELVSYPKLKLKIMIRDKLVRDGIHLSKPPYSRKVPMAGILEYLMNWPKSSQNH. Result: 0 (no interaction). (2) The miRNA is mmu-miR-206-3p with sequence UGGAAUGUAAGGAAGUGUGUGG. The protein sequence of the target gene is MAVSVTPIRDTKWLTLEVCREFQRGTCSRPDTECKFAHPSKSCQVENGRVIACFDSLKGRCSRENCKYLHPPPHLKTQLEINGRNNLIQQKNMAMLAQQMQLANAMMPGAPLQPVPMFSVAPSLATSASAAFNPYLGPVSPSLVPAEILPTAPMLVTGNPGVPVPAAAAAAAQKLMRTDRLEVCREYQRGNCNRGENDCRFAHPADSTMIDTNDNTVTVCMDYIKGRCSREKCKYFHPPAHLQAKIKAAQYQVNQAAAAQAAATAAAMGIPQAVLPPLPKRPALEKTNGATAVFNTGIFQ.... Result: 0 (no interaction). (3) The miRNA is hsa-miR-4736 with sequence AGGCAGGUUAUCUGGGCUG. The protein sequence of the target gene is MAHRPKRTFRQRAADSSDSDGAEESPAEPGAPRELPVPGSAEEEPPSGGGRAQVAGLPHRVRGPRGRGRVWASSRRATKAAPRADEGSESRTLDVSTDEEDKIHHSSESKDDQGLSSDSSSSLGEKELSSTVKIPDAAFIQAARRKRELARAQDDYISLDVQHTSSISGMKRESEDDPESEPDDHEKRIPFTLRPQTLRQRMAEESISRNEETSEESQEDEKQDTWEQQQMRKAVKIIEERDIDLSCGNGSSKVKKFDTSISFPPVNLEIIKKQLNTRLTLLQETHRSHLREYEKYVQDV.... Result: 0 (no interaction).